Dataset: NCI-60 drug combinations with 297,098 pairs across 59 cell lines. Task: Regression. Given two drug SMILES strings and cell line genomic features, predict the synergy score measuring deviation from expected non-interaction effect. (1) Drug 1: C1=CN(C(=O)N=C1N)C2C(C(C(O2)CO)O)O.Cl. Drug 2: CC1C(C(CC(O1)OC2CC(OC(C2O)C)OC3=CC4=CC5=C(C(=O)C(C(C5)C(C(=O)C(C(C)O)O)OC)OC6CC(C(C(O6)C)O)OC7CC(C(C(O7)C)O)OC8CC(C(C(O8)C)O)(C)O)C(=C4C(=C3C)O)O)O)O. Cell line: SK-OV-3. Synergy scores: CSS=46.3, Synergy_ZIP=-6.45, Synergy_Bliss=-3.08, Synergy_Loewe=-2.15, Synergy_HSA=-0.852. (2) Drug 1: CS(=O)(=O)CCNCC1=CC=C(O1)C2=CC3=C(C=C2)N=CN=C3NC4=CC(=C(C=C4)OCC5=CC(=CC=C5)F)Cl. Drug 2: CCC1(CC2CC(C3=C(CCN(C2)C1)C4=CC=CC=C4N3)(C5=C(C=C6C(=C5)C78CCN9C7C(C=CC9)(C(C(C8N6C)(C(=O)OC)O)OC(=O)C)CC)OC)C(=O)OC)O.OS(=O)(=O)O. Cell line: UACC-257. Synergy scores: CSS=-6.20, Synergy_ZIP=1.57, Synergy_Bliss=-2.01, Synergy_Loewe=-6.61, Synergy_HSA=-6.48.